Dataset: Reaction yield outcomes from USPTO patents with 853,638 reactions. Task: Predict the reaction yield, written as a fraction of the theoretical maximum amount of product (1.0 means a 100% yield; for example, 0.34 means a 34% yield). (1) The yield is 0.530. The catalyst is C1COCC1. The reactants are [C:1]([O:5][C:6](=[O:21])[NH:7][C@H:8]([C:18](=O)[NH2:19])[CH2:9][O:10][CH2:11][C:12]1[CH:17]=[CH:16][CH:15]=[CH:14][CH:13]=1)([CH3:4])([CH3:3])[CH3:2].F[B-](F)(F)F.C([O+](CC)CC)C.[F:34][C:35]1[CH:36]=[C:37]([NH:42][C:43]2[CH:48]=[CH:47][CH:46]=[CH:45][N:44]=2)[C:38](N)=[CH:39][CH:40]=1. The product is [C:1]([O:5][C:6](=[O:21])[NH:7][C@H:8]([C:18]1[N:42]([C:43]2[CH:48]=[CH:47][CH:46]=[CH:45][N:44]=2)[C:37]2[CH:36]=[C:35]([F:34])[CH:40]=[CH:39][C:38]=2[N:19]=1)[CH2:9][O:10][CH2:11][C:12]1[CH:17]=[CH:16][CH:15]=[CH:14][CH:13]=1)([CH3:4])([CH3:3])[CH3:2]. (2) The reactants are [Br:1][C:2]1[S:3][C:4]([C:13]([C:15]2[CH:23]=[C:22]3[C:18]([CH:19]=[C:20]([C:39]4[CH:44]=[CH:43][CH:42]=[CH:41][CH:40]=4)[N:21]3[CH2:24][CH2:25][CH2:26][CH2:27][N:28]3[C:36](=[O:37])[C:35]4[C:30](=[CH:31][CH:32]=[CH:33][CH:34]=4)[C:29]3=[O:38])=[CH:17][CH:16]=2)=[O:14])=[CH:5][C:6]=1[CH2:7][C:8]([O:10][CH2:11][CH3:12])=[O:9].[O-]S(C(F)(F)[F:50])(=O)=O.F[N+]1C=CC=CC=1. The catalyst is C(Cl)Cl.CCOCC. The product is [Br:1][C:2]1[S:3][C:4]([C:13]([C:15]2[CH:23]=[C:22]3[C:18]([C:19]([F:50])=[C:20]([C:39]4[CH:40]=[CH:41][CH:42]=[CH:43][CH:44]=4)[N:21]3[CH2:24][CH2:25][CH2:26][CH2:27][N:28]3[C:36](=[O:37])[C:35]4[C:30](=[CH:31][CH:32]=[CH:33][CH:34]=4)[C:29]3=[O:38])=[CH:17][CH:16]=2)=[O:14])=[CH:5][C:6]=1[CH2:7][C:8]([O:10][CH2:11][CH3:12])=[O:9]. The yield is 0.190. (3) The reactants are [CH:1]1([C:4]2[C:13]3[C:8](=[CH:9][CH:10]=[CH:11][CH:12]=3)[C:7]([N+:14]([O-])=O)=[CH:6][CH:5]=2)[CH2:3][CH2:2]1. The catalyst is C(O)C.[Pd]. The product is [NH2:14][C:7]1[C:8]2[C:13](=[CH:12][CH:11]=[CH:10][CH:9]=2)[C:4]([CH:1]2[CH2:3][CH2:2]2)=[CH:5][CH:6]=1. The yield is 0.730. (4) The reactants are [Cl:1][C:2]1[C:3]2[C:10]([I:11])=[CH:9][NH:8][C:4]=2[N:5]=[CH:6][N:7]=1.[C:12]([O-])([O-])=O.[Cs+].[Cs+].CI. The catalyst is CN(C=O)C. The product is [Cl:1][C:2]1[C:3]2[C:10]([I:11])=[CH:9][N:8]([CH3:12])[C:4]=2[N:5]=[CH:6][N:7]=1. The yield is 0.610. (5) The reactants are [N-:1]=[N+:2]=[N-:3].[Na+].[CH2:5]([O:7][C:8](=[O:13])[CH2:9][C:10](C)=O)C.[CH3:14]N(C)C=O. No catalyst specified. The product is [CH3:5][O:7][C:8](=[O:13])[C@@H:9]([CH3:14])[CH2:10][N:1]=[N+:2]=[N-:3]. The yield is 0.960. (6) The reactants are [C:1]1([C:7]2([C:14]3[CH:19]=[CH:18][CH:17]=[CH:16][CH:15]=3)[O:13][CH:8]2[C:9]([O:11][CH3:12])=[O:10])[CH:6]=[CH:5][CH:4]=[CH:3][CH:2]=1.[C:20]1([OH:26])[CH:25]=[CH:24][CH:23]=[CH:22][CH:21]=1. No catalyst specified. The product is [OH:13][CH:8]([C:7]([O:26][C:20]1[CH:25]=[CH:24][CH:23]=[CH:22][CH:21]=1)([C:14]1[CH:19]=[CH:18][CH:17]=[CH:16][CH:15]=1)[C:1]1[CH:2]=[CH:3][CH:4]=[CH:5][CH:6]=1)[C:9]([O:11][CH3:12])=[O:10]. The yield is 0.770.